This data is from Forward reaction prediction with 1.9M reactions from USPTO patents (1976-2016). The task is: Predict the product of the given reaction. (1) Given the reactants [O:1]=[C:2]1[CH2:5][CH:4]([C:6]([OH:8])=[O:7])[CH2:3]1.C([O-])([O-])=O.[Cs+].[Cs+].Br[CH2:16][C:17]1[CH:22]=[CH:21][CH:20]=[CH:19][CH:18]=1.O, predict the reaction product. The product is: [O:1]=[C:2]1[CH2:5][CH:4]([C:6]([O:8][CH2:16][C:17]2[CH:22]=[CH:21][CH:20]=[CH:19][CH:18]=2)=[O:7])[CH2:3]1. (2) Given the reactants [C:1]1([CH:7]([C:13]2[CH:18]=[CH:17][CH:16]=[CH:15][CH:14]=2)[C:8]([O:10][CH2:11][CH3:12])=[O:9])[CH:6]=[CH:5][CH:4]=[CH:3][CH:2]=1.[O-]CC.[Na+].[C:23](#[N:26])[CH:24]=[CH2:25], predict the reaction product. The product is: [C:23]([CH2:24][CH2:25][C:7]([C:13]1[CH:18]=[CH:17][CH:16]=[CH:15][CH:14]=1)([C:1]1[CH:2]=[CH:3][CH:4]=[CH:5][CH:6]=1)[C:8]([O:10][CH2:11][CH3:12])=[O:9])#[N:26]. (3) Given the reactants [CH3:1][N:2]1[CH:6]=[C:5]([N+:7]([O-])=O)[N:4]=[CH:3]1.[Cl:10][C:11]1[N:12]=[C:13](Cl)[C:14]2[CH:20]=[CH:19][C:18]([Cl:21])=[N:17][C:15]=2[N:16]=1, predict the reaction product. The product is: [Cl:10][C:11]1[N:12]=[C:13]([NH:7][C:5]2[N:4]=[CH:3][N:2]([CH3:1])[CH:6]=2)[C:14]2[CH:20]=[CH:19][C:18]([Cl:21])=[N:17][C:15]=2[N:16]=1. (4) Given the reactants C([O:5][C:6]1[CH:7]=[CH:8][C:9]([CH3:38])=[C:10]([C:12]([N:14]2[CH2:19][CH2:18][CH:17]([N:20]3[C:24](=[O:25])[C:23]([CH3:27])([CH3:26])[C:22]([C:28]4[CH:33]=[CH:32][C:31]([O:34][CH3:35])=[C:30]([O:36][CH3:37])[CH:29]=4)=[N:21]3)[CH2:16][CH2:15]2)=[O:13])[CH:11]=1)(C)(C)C.C(=O)=O.C1COCC1.Cl[CH:48]([F:50])[F:49], predict the reaction product. The product is: [F:49][CH:48]([F:50])[O:5][C:6]1[CH:7]=[CH:8][C:9]([CH3:38])=[C:10]([C:12]([N:14]2[CH2:19][CH2:18][CH:17]([N:20]3[C:24](=[O:25])[C:23]([CH3:26])([CH3:27])[C:22]([C:28]4[CH:33]=[CH:32][C:31]([O:34][CH3:35])=[C:30]([O:36][CH3:37])[CH:29]=4)=[N:21]3)[CH2:16][CH2:15]2)=[O:13])[CH:11]=1. (5) Given the reactants [Cl:1][C:2]1[CH:7]=[CH:6][CH:5]=[C:4]([Cl:8])[C:3]=1[C:9](=[O:13])[CH2:10][C:11]#[N:12].[C:14](OC(=O)C)(=O)C.C(OCC)(OCC)OCC.[CH3:31][CH2:32][CH2:33][CH:34]([NH2:38])[CH2:35][CH2:36][CH3:37], predict the reaction product. The product is: [Cl:1][C:2]1[CH:7]=[CH:6][CH:5]=[C:4]([Cl:8])[C:3]=1[C:9](/[C:10](=[CH:14]/[NH:38][CH:34]([CH2:35][CH2:36][CH3:37])[CH2:33][CH2:32][CH3:31])/[C:11]#[N:12])=[O:13]. (6) Given the reactants C[O:2][C:3]([C:5]1[CH:13]=[CH:12][C:11]2[N:10]([CH2:14][CH:15]([OH:22])[C:16]3[CH:21]=[CH:20][N:19]=[CH:18][CH:17]=3)[C:9]3[CH2:23][CH2:24][N:25]([CH3:27])[CH2:26][C:8]=3[C:7]=2[CH:6]=1)=O.[H-].[H-].[H-].[H-].[Li+].[Al+3], predict the reaction product. The product is: [OH:2][CH2:3][C:5]1[CH:13]=[CH:12][C:11]2[N:10]([CH2:14][CH:15]([C:16]3[CH:21]=[CH:20][N:19]=[CH:18][CH:17]=3)[OH:22])[C:9]3[CH2:23][CH2:24][N:25]([CH3:27])[CH2:26][C:8]=3[C:7]=2[CH:6]=1. (7) Given the reactants [C:1]([O:5][C:6]([O:8][NH:9][C:10](=[O:16])[O:11][C:12]([CH3:15])([CH3:14])[CH3:13])=[O:7])([CH3:4])([CH3:3])[CH3:2].[H-].[Na+].Br[C:20]1([C:33]2[CH:38]=[CH:37][CH:36]=[CH:35][CH:34]=2)[C:24](=[O:25])[N:23]([CH3:26])[N:22]=[C:21]1[C:27]1[CH:32]=[CH:31][CH:30]=[CH:29][CH:28]=1, predict the reaction product. The product is: [C:12]([O:11][C:10]([N:9]([O:8][C:6]([O:5][C:1]([CH3:4])([CH3:3])[CH3:2])=[O:7])[C:20]1([C:33]2[CH:38]=[CH:37][CH:36]=[CH:35][CH:34]=2)[C:24](=[O:25])[N:23]([CH3:26])[N:22]=[C:21]1[C:27]1[CH:32]=[CH:31][CH:30]=[CH:29][CH:28]=1)=[O:16])([CH3:15])([CH3:14])[CH3:13].